The task is: Regression. Given two drug SMILES strings and cell line genomic features, predict the synergy score measuring deviation from expected non-interaction effect.. This data is from NCI-60 drug combinations with 297,098 pairs across 59 cell lines. (1) Drug 1: CC1=CC=C(C=C1)C2=CC(=NN2C3=CC=C(C=C3)S(=O)(=O)N)C(F)(F)F. Drug 2: CC1C(C(CC(O1)OC2CC(OC(C2O)C)OC3=CC4=CC5=C(C(=O)C(C(C5)C(C(=O)C(C(C)O)O)OC)OC6CC(C(C(O6)C)O)OC7CC(C(C(O7)C)O)OC8CC(C(C(O8)C)O)(C)O)C(=C4C(=C3C)O)O)O)O. Cell line: K-562. Synergy scores: CSS=64.7, Synergy_ZIP=2.38, Synergy_Bliss=1.74, Synergy_Loewe=-37.1, Synergy_HSA=1.18. (2) Drug 1: C1=NC2=C(N=C(N=C2N1C3C(C(C(O3)CO)O)F)Cl)N. Drug 2: C1=CC=C(C=C1)NC(=O)CCCCCCC(=O)NO. Cell line: SR. Synergy scores: CSS=22.3, Synergy_ZIP=0.623, Synergy_Bliss=0.147, Synergy_Loewe=-12.1, Synergy_HSA=-1.67. (3) Drug 1: CC1OCC2C(O1)C(C(C(O2)OC3C4COC(=O)C4C(C5=CC6=C(C=C35)OCO6)C7=CC(=C(C(=C7)OC)O)OC)O)O. Drug 2: COC1=NC(=NC2=C1N=CN2C3C(C(C(O3)CO)O)O)N. Cell line: MCF7. Synergy scores: CSS=32.4, Synergy_ZIP=5.83, Synergy_Bliss=7.58, Synergy_Loewe=-23.9, Synergy_HSA=5.29. (4) Drug 1: CN1C2=C(C=C(C=C2)N(CCCl)CCCl)N=C1CCCC(=O)O.Cl. Drug 2: C(CN)CNCCSP(=O)(O)O. Cell line: ACHN. Synergy scores: CSS=4.88, Synergy_ZIP=-0.999, Synergy_Bliss=-0.154, Synergy_Loewe=1.18, Synergy_HSA=0.488. (5) Drug 1: C1=CC(=C2C(=C1NCCNCCO)C(=O)C3=C(C=CC(=C3C2=O)O)O)NCCNCCO. Drug 2: C1=CC(=CC=C1CC(C(=O)O)N)N(CCCl)CCCl.Cl. Cell line: HL-60(TB). Synergy scores: CSS=92.8, Synergy_ZIP=8.86, Synergy_Bliss=8.21, Synergy_Loewe=4.30, Synergy_HSA=8.79.